This data is from Full USPTO retrosynthesis dataset with 1.9M reactions from patents (1976-2016). The task is: Predict the reactants needed to synthesize the given product. (1) Given the product [CH3:1][C:2]1[CH:3]=[N:4][C:5]([CH2:11][S+:12]([O-:24])[C:13]2[N-:14][C:15]3[CH:16]=[CH:17][C:18]([O:22][CH3:23])=[CH:19][C:20]=3[N:21]=2)=[C:6]([CH3:10])[C:7]=1[O:8][CH3:9].[Na+:27], predict the reactants needed to synthesize it. The reactants are: [CH3:1][C:2]1[CH:3]=[N:4][C:5]([CH2:11][S+:12]([O-:24])[C:13]2[NH:14][C:15]3[CH:16]=[CH:17][C:18]([O:22][CH3:23])=[CH:19][C:20]=3[N:21]=2)=[C:6]([CH3:10])[C:7]=1[O:8][CH3:9].C[O-].[Na+:27].CO.CC(C)=O. (2) Given the product [F:20][C:21]([F:32])([F:33])[O:22][C:23]1[CH:28]=[CH:27][CH:26]=[CH:25][C:24]=1[C:15]1[CH:16]=[CH:17][C:12]([O:11][CH2:10][C:6]2[CH:5]=[C:4]([CH:9]=[CH:8][CH:7]=2)[C:3]([OH:2])=[O:19])=[CH:13][CH:14]=1, predict the reactants needed to synthesize it. The reactants are: C[O:2][C:3](=[O:19])[C:4]1[CH:9]=[CH:8][CH:7]=[C:6]([CH2:10][O:11][C:12]2[CH:17]=[CH:16][C:15](I)=[CH:14][CH:13]=2)[CH:5]=1.[F:20][C:21]([F:33])([F:32])[O:22][C:23]1[CH:28]=[CH:27][CH:26]=[CH:25][C:24]=1B(O)O. (3) Given the product [CH3:22][N:23]1[C:27]([CH3:28])=[CH:26][C:25]([C:29]([N:1]2[CH2:2][CH2:3][C:4]3([O:11][C:10]4[C:12]5[C:17]([C:18](=[O:21])[C:19](=[O:20])[C:9]=4[S:8][CH2:7]3)=[CH:16][CH:15]=[CH:14][CH:13]=5)[CH2:5][CH2:6]2)=[O:30])=[N:24]1, predict the reactants needed to synthesize it. The reactants are: [NH:1]1[CH2:6][CH2:5][C:4]2([O:11][C:10]3[C:12]4[C:17]([C:18](=[O:21])[C:19](=[O:20])[C:9]=3[S:8][CH2:7]2)=[CH:16][CH:15]=[CH:14][CH:13]=4)[CH2:3][CH2:2]1.[CH3:22][N:23]1[C:27]([CH3:28])=[CH:26][C:25]([C:29](Cl)=[O:30])=[N:24]1. (4) Given the product [N:22]1([C:16]([C:15]2[CH:14]=[N:13][C:12]([O:11][CH2:10][C:9]3[C:5]([CH2:1][CH2:2][CH2:3][CH3:4])=[N:6][O:7][C:8]=3[CH3:21])=[CH:20][CH:19]=2)=[O:18])[CH2:25][CH2:24][CH2:23]1, predict the reactants needed to synthesize it. The reactants are: [CH2:1]([C:5]1[C:9]([CH2:10][O:11][C:12]2[CH:20]=[CH:19][C:15]([C:16]([OH:18])=O)=[CH:14][N:13]=2)=[C:8]([CH3:21])[O:7][N:6]=1)[CH2:2][CH2:3][CH3:4].[NH:22]1[CH2:25][CH2:24][CH2:23]1.